This data is from Full USPTO retrosynthesis dataset with 1.9M reactions from patents (1976-2016). The task is: Predict the reactants needed to synthesize the given product. (1) Given the product [CH3:1][C:2]1([CH3:17])[CH2:7][CH:6](/[CH:8]=[CH:9]/[C:10]([OH:12])=[O:11])[CH2:5][CH2:4][O:3]1, predict the reactants needed to synthesize it. The reactants are: [CH3:1][C:2]1([CH3:17])[CH2:7][CH:6](/[CH:8]=[CH:9]/[C:10]([O:12]C(C)(C)C)=[O:11])[CH2:5][CH2:4][O:3]1.C(O)(C(F)(F)F)=O. (2) Given the product [Cl:8][C:6]1[N:5]=[N:4][C:3]([O:9][C:10]2[C:15]([CH:16]([CH3:18])[CH3:17])=[CH:14][CH:13]=[CH:12][C:11]=2[Cl:19])=[C:2]([O:28][CH3:24])[CH:7]=1.[Cl:20][C:21]1[N:22]=[N:23][C:24]([O:28][C:29]2[C:34]([CH:35]([CH3:37])[CH3:36])=[CH:33][CH:32]=[CH:31][C:30]=2[Cl:38])=[CH:25][C:26]=1[O:9][CH3:3], predict the reactants needed to synthesize it. The reactants are: Cl[C:2]1[CH:7]=[C:6]([Cl:8])[N:5]=[N:4][C:3]=1[O:9][C:10]1[C:15]([CH:16]([CH3:18])[CH3:17])=[CH:14][CH:13]=[CH:12][C:11]=1[Cl:19].[Cl:20][C:21]1[N:22]=[N:23][C:24]([O:28][C:29]2[C:34]([CH:35]([CH3:37])[CH3:36])=[CH:33][CH:32]=[CH:31][C:30]=2[Cl:38])=[CH:25][C:26]=1Cl. (3) Given the product [CH3:58][N:59]([CH3:66])[CH:60]1[CH2:65][CH2:64][N:63]([C:22]([C:21]2[CH:25]=[CH:26][C:18]([C:15]3[CH:16]=[CH:17][N:12]4[N:11]=[CH:10][C:9]([C:6]5[CH:5]=[CH:4][C:3]([C:1]#[N:2])=[CH:8][CH:7]=5)=[C:13]4[N:14]=3)=[CH:19][CH:20]=2)=[O:24])[CH2:62][CH2:61]1, predict the reactants needed to synthesize it. The reactants are: [C:1]([C:3]1[CH:8]=[CH:7][C:6]([C:9]2[CH:10]=[N:11][N:12]3[CH:17]=[CH:16][C:15]([C:18]4[CH:26]=[CH:25][C:21]([C:22]([OH:24])=O)=[CH:20][CH:19]=4)=[N:14][C:13]=23)=[CH:5][CH:4]=1)#[N:2].CN1CCOCC1.CN(C(ON1N=NC2C=CC=NC1=2)=[N+](C)C)C.F[P-](F)(F)(F)(F)F.[CH3:58][N:59]([CH3:66])[CH:60]1[CH2:65][CH2:64][NH:63][CH2:62][CH2:61]1.